This data is from Full USPTO retrosynthesis dataset with 1.9M reactions from patents (1976-2016). The task is: Predict the reactants needed to synthesize the given product. (1) Given the product [CH3:24][O:25][C:26](=[O:32])[CH:27]([O:23][C:21]1[N:20]=[CH:19][C:16]2[C:17]3[N:11]([CH2:12][CH2:13][O:14][C:15]=2[CH:22]=1)[CH:10]=[C:9]([C:8]1[N:4]([CH:1]([CH3:3])[CH3:2])[N:5]=[CH:6][N:7]=1)[N:18]=3)[CH:28]([CH3:30])[CH3:29], predict the reactants needed to synthesize it. The reactants are: [CH:1]([N:4]1[C:8]([C:9]2[N:18]=[C:17]3[N:11]([CH2:12][CH2:13][O:14][C:15]4[CH:22]=[C:21]([OH:23])[N:20]=[CH:19][C:16]=43)[CH:10]=2)=[N:7][CH:6]=[N:5]1)([CH3:3])[CH3:2].[CH3:24][O:25][C:26](=[O:32])[CH:27](O)[CH:28]([CH3:30])[CH3:29].CO. (2) Given the product [CH:31]1([C:29]([NH:28][C@@H:27]2[C@H:23]3[O:22][CH2:21][C@H:20]([NH:19][C:10](=[O:12])[C:9]4[CH:13]=[CH:14][CH:15]=[CH:16][C:8]=4[O:7][C:6]4[CH:5]=[CH:4][C:3]([O:2][CH3:1])=[CH:18][CH:17]=4)[C@H:24]3[O:25][CH2:26]2)=[O:30])[CH2:32][CH2:33]1, predict the reactants needed to synthesize it. The reactants are: [CH3:1][O:2][C:3]1[CH:18]=[CH:17][C:6]([O:7][C:8]2[CH:16]=[CH:15][CH:14]=[CH:13][C:9]=2[C:10]([OH:12])=O)=[CH:5][CH:4]=1.[NH2:19][C@@H:20]1[C@H:24]2[O:25][CH2:26][C@H:27]([NH:28][C:29]([CH:31]3[CH2:33][CH2:32]3)=[O:30])[C@H:23]2[O:22][CH2:21]1. (3) Given the product [CH3:36][CH2:35][CH2:34][CH2:33][CH2:32][CH2:31][CH2:30][CH2:29]/[CH:28]=[CH:27]\[CH2:26][CH2:25][CH2:24][CH2:23][CH2:22][CH2:21][CH2:20][C:19]([O:38][CH3:1])=[O:37], predict the reactants needed to synthesize it. The reactants are: [C:1](O)(=O)CCCCCCCCCCCCCCC.[C:19]([OH:38])(=[O:37])[CH2:20][CH2:21][CH2:22][CH2:23][CH2:24][CH2:25][CH2:26][CH2:27][CH2:28][CH2:29][CH2:30][CH2:31][CH2:32][CH2:33][CH2:34][CH2:35][CH3:36].C(O)(=O)CCCCCCC/C=C\CCCCCCCC.CC/C=C\C/C=C\C/C=C\CCCCCCCC(O)=O. (4) Given the product [CH:32]([N:29]1[CH2:28][CH2:27][CH:26]([NH:25][C:24]([C:13]2[N:12]([CH2:11][C:9](=[O:10])[NH:8][C:5]3[CH:4]=[CH:3][C:2]([Cl:1])=[CH:7][N:6]=3)[C:16]3[CH:17]=[CH:18][CH:19]=[C:20]([C:21]([N:38]4[CH:39]([CH3:43])[CH2:40][CH2:41][CH2:42][CH:37]4[CH3:36])=[O:22])[C:15]=3[N:14]=2)=[O:35])[CH2:31][CH2:30]1)([CH3:33])[CH3:34], predict the reactants needed to synthesize it. The reactants are: [Cl:1][C:2]1[CH:3]=[CH:4][C:5]([NH:8][C:9]([CH2:11][N:12]2[C:16]3[CH:17]=[CH:18][CH:19]=[C:20]([C:21](O)=[O:22])[C:15]=3[N:14]=[C:13]2[C:24](=[O:35])[NH:25][CH:26]2[CH2:31][CH2:30][N:29]([CH:32]([CH3:34])[CH3:33])[CH2:28][CH2:27]2)=[O:10])=[N:6][CH:7]=1.[CH3:36][CH:37]1[CH2:42][CH2:41][CH2:40][CH:39]([CH3:43])[NH:38]1.